This data is from Forward reaction prediction with 1.9M reactions from USPTO patents (1976-2016). The task is: Predict the product of the given reaction. (1) Given the reactants S(Cl)([Cl:3])=O.[Cl:5][C:6]1[C:7](=[CH:11][C:12](=[S:22](=[O:24])=[O:23])[CH:13]([CH3:21])[C:14]=1[C:15]1[CH2:19][CH:18]([CH3:20])[O:17][N:16]=1)[C:8](O)=[O:9].CN(C)C=O, predict the reaction product. The product is: [Cl:5][C:6]1[C:7](=[CH:11][C:12](=[S:22](=[O:24])=[O:23])[CH:13]([CH3:21])[C:14]=1[C:15]1[CH2:19][CH:18]([CH3:20])[O:17][N:16]=1)[C:8]([Cl:3])=[O:9]. (2) The product is: [C:46]([C:32]1[C:31]2[N:30]=[C:60]([CH2:59][N:58]([CH3:63])[C:56](=[O:57])[O:55][CH2:48][C:49]3[CH:54]=[CH:53][CH:52]=[CH:51][CH:50]=3)[O:37][C:36]=2[C:35]([F:38])=[C:34]([C:39]2[CH:44]=[CH:43][CH:42]=[CH:41][CH:40]=2)[C:33]=1[CH3:45])#[N:47]. Given the reactants ON1C2C=CC=CC=2N=N1.Cl.C(N=C=NCCCN(C)C)C.C(N(CC)CC)C.[NH2:30][C:31]1[C:36]([OH:37])=[C:35]([F:38])[C:34]([C:39]2[CH:44]=[CH:43][CH:42]=[CH:41][CH:40]=2)=[C:33]([CH3:45])[C:32]=1[C:46]#[N:47].[CH2:48]([O:55][C:56]([N:58]([CH3:63])[CH2:59][C:60](O)=O)=[O:57])[C:49]1[CH:54]=[CH:53][CH:52]=[CH:51][CH:50]=1.C1(C)C=CC(S([O-])(=O)=O)=CC=1.[NH+]1C=CC=CC=1, predict the reaction product. (3) Given the reactants C[O:2][C:3](=S)[NH:4][C:5]1[C:10]([CH3:11])=[CH:9][CH:8]=[CH:7][N:6]=1.[CH3:13][O:14][C:15]1[CH:20]=[CH:19][C:18]([CH3:21])=[CH:17][C:16]=1[NH:22][C:23]([NH:25][C:26]1[CH:31]=[CH:30][C:29]([N:32]2[CH2:37][CH2:36][NH:35][CH2:34][CH2:33]2)=[CH:28][CH:27]=1)=[O:24], predict the reaction product. The product is: [CH3:11][C:10]1[C:5]([NH:4][C:3]([N:35]2[CH2:36][CH2:37][N:32]([C:29]3[CH:30]=[CH:31][C:26]([NH:25][C:23]([NH:22][C:16]4[CH:17]=[C:18]([CH3:21])[CH:19]=[CH:20][C:15]=4[O:14][CH3:13])=[O:24])=[CH:27][CH:28]=3)[CH2:33][CH2:34]2)=[O:2])=[N:6][CH:7]=[CH:8][CH:9]=1. (4) The product is: [CH3:34][C:28]1([C:29]([O:31][CH2:32][CH3:33])=[O:30])[C:3]2[CH:2]=[N:7][C:6]([C:8]3[C:16]4[C:11](=[N:12][CH:13]=[CH:14][CH:15]=4)[N:10]([CH2:17][CH2:18][C:19]([F:25])([F:24])[C:20]([F:23])([F:22])[F:21])[N:9]=3)=[N:5][C:4]=2[NH:26][C:27]1=[O:35]. Given the reactants Br[C:2]1[C:3]2[C:28]([CH3:34])([C:29]([O:31][CH2:32][CH3:33])=[O:30])[C:27](=[O:35])[NH:26][C:4]=2[N:5]=[C:6]([C:8]2[C:16]3[C:11](=[N:12][CH:13]=[CH:14][CH:15]=3)[N:10]([CH2:17][CH2:18][C:19]([F:25])([F:24])[C:20]([F:23])([F:22])[F:21])[N:9]=2)[N:7]=1, predict the reaction product. (5) Given the reactants [C:1]([C:3]1[C:11]2[CH2:10][CH2:9][N:8]([C:12](=[O:18])[CH2:13][O:14]C(=O)C)[CH2:7][C:6]=2[S:5][C:4]=1[NH:19][C:20]([C:22]1[CH:27]=[CH:26][CH:25]=[CH:24][CH:23]=1)=[O:21])#[N:2].[OH-].[Na+], predict the reaction product. The product is: [C:1]([C:3]1[C:11]2[CH2:10][CH2:9][N:8]([C:12](=[O:18])[CH2:13][OH:14])[CH2:7][C:6]=2[S:5][C:4]=1[NH:19][C:20](=[O:21])[C:22]1[CH:23]=[CH:24][CH:25]=[CH:26][CH:27]=1)#[N:2]. (6) Given the reactants [CH3:1][C@H:2]1[C@@:41]2([OH:43])[O:42][C@H:5]([CH2:6][C@H:7]([O:64][CH3:65])[C:8]([CH3:63])=[CH:9][CH:10]=[CH:11][CH:12]=[CH:13][C@@H:14]([CH3:62])[CH2:15][C@@H:16]([CH3:61])[C:17]([C@H:19]([O:59][CH3:60])[C@H:20]([OH:58])[C:21]([CH3:57])=[CH:22][C@@H:23]([CH3:56])[C:24]([CH2:26][C@@H:27]([C@@H:44]([CH2:46][C@H:47]3[CH2:52][C@@H:51]([O:53][CH3:54])[C@H:50]([OH:55])[CH2:49][CH2:48]3)[CH3:45])[O:28][C:29]([C@H:31]3[N:36]([C:37]([C:39]2=[O:40])=[O:38])[CH2:35][CH2:34][CH2:33][CH2:32]3)=[O:30])=[O:25])=[O:18])[CH2:4][CH2:3]1.C(C1C=C(C)C=C(C(C)(C)C)N=1)(C)(C)C.N1C=C(C)C=C(C)C=1.[CH3:89][P:90](Cl)([CH3:92])=[O:91].N#N, predict the reaction product. The product is: [CH3:1][C@H:2]1[C@@:41]2([OH:43])[O:42][CH:5]([CH2:6][C@H:7]([O:64][CH3:65])[C:8]([CH3:63])=[CH:9][CH:10]=[CH:11][CH:12]=[CH:13][C@@H:14]([CH3:62])[CH2:15][C@@H:16]([CH3:61])[C:17]([C@H:19]([O:59][CH3:60])[C@H:20]([OH:58])[C:21]([CH3:57])=[CH:22][C@@H:23]([CH3:56])[C:24]([CH2:26][C@@H:27]([C@@H:44]([CH2:46][C@H:47]3[CH2:52][C@@H:51]([O:53][CH3:54])[C@H:50]([O:55][P:90]([CH3:92])([CH3:89])=[O:91])[CH2:49][CH2:48]3)[CH3:45])[O:28][C:29]([C@H:31]3[N:36]([C:37]([C:39]2=[O:40])=[O:38])[CH2:35][CH2:34][CH2:33][CH2:32]3)=[O:30])=[O:25])=[O:18])[CH2:4][CH2:3]1. (7) Given the reactants [NH2:1][C:2]1[CH:9]=[CH:8][CH:7]=[C:6]([O:10][CH2:11][CH:12]2[CH2:16][CH2:15][CH2:14][CH2:13]2)[C:3]=1[C:4]#[N:5].O=[C:18]([CH3:25])[CH2:19][C:20]([O:22][CH2:23][CH3:24])=[O:21], predict the reaction product. The product is: [NH2:5][C:4]1[C:3]2[C:2](=[CH:9][CH:8]=[CH:7][C:6]=2[O:10][CH2:11][CH:12]2[CH2:16][CH2:15][CH2:14][CH2:13]2)[N:1]=[C:18]([CH3:25])[C:19]=1[C:20]([O:22][CH2:23][CH3:24])=[O:21].